This data is from Full USPTO retrosynthesis dataset with 1.9M reactions from patents (1976-2016). The task is: Predict the reactants needed to synthesize the given product. (1) Given the product [CH2:8]([C:2]1[CH:18]=[CH:17][C:5]2[S:6][C:7]([C:10]3[CH:15]=[CH:14][N:13]=[C:12]([NH2:16])[N:11]=3)=[C:8]([CH3:9])[C:4]=2[CH:3]=1)[C:4]1[CH:5]=[CH:17][CH:18]=[CH:2][CH:3]=1, predict the reactants needed to synthesize it. The reactants are: Br[C:2]1[CH:18]=[CH:17][C:5]2[S:6][C:7]([C:10]3[CH:15]=[CH:14][N:13]=[C:12]([NH2:16])[N:11]=3)=[C:8]([CH3:9])[C:4]=2[CH:3]=1. (2) Given the product [NH2:30][C:31]1[C:36]([F:37])=[C:35]([C:3]2[C:2]([F:1])=[C:10]3[C:6]([CH:7]=[CH:8][NH:9]3)=[CH:5][CH:4]=2)[N:34]=[C:33]([C:39]([O:41][CH3:42])=[O:40])[C:32]=1[Cl:43], predict the reactants needed to synthesize it. The reactants are: [F:1][C:2]1[C:3](B2OC(C)(C)C(C)(C)O2)=[CH:4][CH:5]=[C:6]2[C:10]=1[N:9]([Si](C(C)C)(C(C)C)C(C)C)[CH:8]=[CH:7]2.[NH2:30][C:31]1[C:36]([F:37])=[C:35](Cl)[N:34]=[C:33]([C:39]([O:41][CH3:42])=[O:40])[C:32]=1[Cl:43].[F-].[Cs+].[Na+].[Cl-].